Dataset: Reaction yield outcomes from USPTO patents with 853,638 reactions. Task: Predict the reaction yield, written as a fraction of the theoretical maximum amount of product (1.0 means a 100% yield; for example, 0.34 means a 34% yield). The reactants are [C:1]([C:3]1[CH:8]=[CH:7][CH:6]=[CH:5][C:4]=1[C:9]1[CH:14]=[CH:13][C:12]([CH2:15][C:16]2[C:17](=[O:39])[N:18]([C@H:28]3[CH2:31][C@H:30]([O:32][CH2:33][C:34](OCC)=[O:35])[CH2:29]3)[C:19]3[N:20]([N:25]=[CH:26][N:27]=3)[C:21]=2[CH2:22][CH2:23][CH3:24])=[CH:11][CH:10]=1)#[N:2].[CH2:40]([Mg]Br)[CH3:41].[Cl-].[NH4+].O1CC[CH2:48][CH2:47]1. No catalyst specified. The product is [CH2:47]([C:34]([OH:35])([CH2:40][CH3:41])[CH2:33][O:32][C@H:30]1[CH2:29][C@H:28]([N:18]2[C:17](=[O:39])[C:16]([CH2:15][C:12]3[CH:13]=[CH:14][C:9]([C:4]4[C:3]([C:1]#[N:2])=[CH:8][CH:7]=[CH:6][CH:5]=4)=[CH:10][CH:11]=3)=[C:21]([CH2:22][CH2:23][CH3:24])[N:20]3[N:25]=[CH:26][N:27]=[C:19]23)[CH2:31]1)[CH3:48]. The yield is 0.760.